Dataset: Forward reaction prediction with 1.9M reactions from USPTO patents (1976-2016). Task: Predict the product of the given reaction. (1) Given the reactants C[O:2][C:3](=[O:20])[CH:4]([CH3:19])[CH2:5][NH:6][C:7]([O:9][CH2:10][C:11]1[CH:16]=[CH:15][C:14]([O:17][CH3:18])=[CH:13][CH:12]=1)=[O:8].[OH-].[Li+], predict the reaction product. The product is: [CH3:18][O:17][C:14]1[CH:13]=[CH:12][C:11]([CH2:10][O:9][C:7]([NH:6][CH2:5][CH:4]([CH3:19])[C:3]([OH:20])=[O:2])=[O:8])=[CH:16][CH:15]=1. (2) The product is: [C:6]([O:22][C:23]([C:26]([C:29]([O:32][C:33]([C:1]([O:2][K:5])=[O:4])([C:35]([F:38])([F:37])[F:36])[F:34])([F:31])[F:30])([F:28])[F:27])([F:25])[F:24])([C:15]([S:18]([F:21])(=[O:20])=[O:19])([F:17])[F:16])([C:8]([S:11]([F:14])(=[O:13])=[O:12])([F:10])[F:9])[F:7]. Given the reactants [C:1](=[O:4])([O-])[OH:2].[K+:5].[C:6]([O:22][C:23]([C:26]([C:29]([O:32][C:33](C(F)=O)([C:35]([F:38])([F:37])[F:36])[F:34])([F:31])[F:30])([F:28])[F:27])([F:25])[F:24])([C:15]([S:18]([F:21])(=[O:20])=[O:19])([F:17])[F:16])([C:8]([S:11]([F:14])(=[O:13])=[O:12])([F:10])[F:9])[F:7], predict the reaction product. (3) Given the reactants [CH2:1]([C:8]1[S:12][C:11]([N:13]2[CH2:18][CH2:17][NH:16][CH2:15][CH2:14]2)=[N:10][C:9]=1[C:19]1[CH:24]=[CH:23][C:22]([O:25]C)=[CH:21][CH:20]=1)[C:2]1[CH:7]=[CH:6][CH:5]=[CH:4][CH:3]=1.B(Br)(Br)Br, predict the reaction product. The product is: [CH2:1]([C:8]1[S:12][C:11]([N:13]2[CH2:14][CH2:15][NH:16][CH2:17][CH2:18]2)=[N:10][C:9]=1[C:19]1[CH:20]=[CH:21][C:22]([OH:25])=[CH:23][CH:24]=1)[C:2]1[CH:7]=[CH:6][CH:5]=[CH:4][CH:3]=1. (4) Given the reactants [Cl:1][C:2]([Cl:6])([Cl:5])[CH2:3][OH:4].[NH2:7][S:8]([C:11]1[C:12]([Cl:27])=[CH:13][C:14]([NH:20][CH2:21][C:22]2[O:23][CH:24]=[CH:25][CH:26]=2)=[C:15]([CH:19]=1)[C:16](O)=[O:17])(=[O:10])=[O:9].C1(C)C=CC(S(O)(=O)=O)=CC=1, predict the reaction product. The product is: [NH2:7][S:8]([C:11]1[C:12]([Cl:27])=[CH:13][C:14]([NH:20][CH2:21][C:22]2[O:23][CH:24]=[CH:25][CH:26]=2)=[C:15]([CH:19]=1)[C:16]([O:4][CH2:3][C:2]([Cl:6])([Cl:5])[Cl:1])=[O:17])(=[O:9])=[O:10]. (5) Given the reactants Cl[C:2]1[C:11]([I:12])=[CH:10][C:9]2[C:4](=[CH:5][CH:6]=[CH:7][CH:8]=2)[N:3]=1.C(O)(=[O:15])C, predict the reaction product. The product is: [I:12][C:11]1[C:2](=[O:15])[NH:3][C:4]2[C:9]([CH:10]=1)=[CH:8][CH:7]=[CH:6][CH:5]=2. (6) Given the reactants [Cl:1][C:2]1[C:3]([F:11])=[N:4][C:5]([F:10])=[C:6]([F:9])[C:7]=1F.[Cl:12][C:13]1[CH:14]=[C:15]([OH:21])[CH:16]=[C:17]([C:19]#[N:20])[CH:18]=1.C(=O)([O-])[O-].[K+].[K+], predict the reaction product. The product is: [Cl:12][C:13]1[CH:18]=[C:17]([CH:16]=[C:15]([O:21][C:7]2[C:6]([F:9])=[C:5]([F:10])[N:4]=[C:3]([F:11])[C:2]=2[Cl:1])[CH:14]=1)[C:19]#[N:20]. (7) The product is: [Cl:3][C:4]1[CH:9]=[C:8]([F:10])[CH:7]=[CH:6][C:5]=1[C:11]1[CH:12]=[N:13][C:14]([N:17]2[CH2:18][CH2:19][N:20]([S:23]([CH2:26][CH:27]([NH:1][OH:2])[CH2:28][CH2:29][CH2:30][C:31]3[N:36]=[CH:35][CH:34]=[CH:33][N:32]=3)(=[O:25])=[O:24])[CH2:21][CH2:22]2)=[N:15][CH:16]=1. Given the reactants [NH2:1][OH:2].[Cl:3][C:4]1[CH:9]=[C:8]([F:10])[CH:7]=[CH:6][C:5]=1[C:11]1[CH:12]=[N:13][C:14]([N:17]2[CH2:22][CH2:21][N:20]([S:23]([CH:26]=[CH:27][CH2:28][CH2:29][CH2:30][C:31]3[N:36]=[CH:35][CH:34]=[CH:33][N:32]=3)(=[O:25])=[O:24])[CH2:19][CH2:18]2)=[N:15][CH:16]=1, predict the reaction product. (8) Given the reactants [CH2:1]1[C:9]2[C:4](=[CH:5][CH:6]=[CH:7][CH:8]=2)[CH2:3][CH2:2]1.C(O[C:13](=O)[C:14]([O:16][Si](C)(C)C)=[CH2:15])C.[Sn](Cl)(Cl)(Cl)Cl.C(=O)([O-])[O-].[K+].[K+].[OH-].[Na+], predict the reaction product. The product is: [OH:16][C:14]([C:5]1[CH:6]=[CH:7][CH:8]=[C:9]2[C:4]=1[CH2:3][CH2:2][CH2:1]2)([CH3:15])[CH3:13].